Dataset: Full USPTO retrosynthesis dataset with 1.9M reactions from patents (1976-2016). Task: Predict the reactants needed to synthesize the given product. (1) Given the product [CH3:32][N:3]([CH3:2])[C:4]1([C:26]2[CH:31]=[CH:30][CH:29]=[CH:28][CH:27]=2)[CH2:9][CH2:8][CH:7]([CH2:10][C:11]([NH:13][CH2:14][CH2:15][CH2:16][C:17]2[C:25]3[C:20](=[CH:21][CH:22]=[CH:23][CH:24]=3)[NH:19][CH:18]=2)=[O:12])[CH2:6][CH2:5]1, predict the reactants needed to synthesize it. The reactants are: Cl.[CH3:2][N:3]([CH3:32])[C:4]1([C:26]2[CH:31]=[CH:30][CH:29]=[CH:28][CH:27]=2)[CH2:9][CH2:8][C:7](=[CH:10][C:11]([NH:13][CH2:14][CH2:15][CH2:16][C:17]2[C:25]3[C:20](=[CH:21][CH:22]=[CH:23][CH:24]=3)[NH:19][CH:18]=2)=[O:12])[CH2:6][CH2:5]1. (2) Given the product [C:2]12([OH:1])[CH2:11][CH:6]3[CH2:7][CH:8]([CH2:10][CH:4]([CH:5]3[OH:12])[CH2:3]1)[CH2:9]2, predict the reactants needed to synthesize it. The reactants are: [OH:1][C:2]12[CH2:11][CH:6]3[CH2:7][CH:8]([CH2:10][CH:4]([C:5]3=[O:12])[CH2:3]1)[CH2:9]2.[BH4-].[Na+].Cl.